Dataset: Reaction yield outcomes from USPTO patents with 853,638 reactions. Task: Predict the reaction yield, written as a fraction of the theoretical maximum amount of product (1.0 means a 100% yield; for example, 0.34 means a 34% yield). (1) The reactants are [C:1]([C@H:3]([CH3:27])[CH2:4][CH2:5][CH2:6][CH2:7][N:8]1[C:16](=[O:17])[C:15]2[N:14]3[CH2:18][CH2:19][N:20](COCC)[C:13]3=[N:12][C:11]=2[N:10]([CH3:25])[C:9]1=[O:26])#[N:2].Cl. The catalyst is C(O)C. The product is [C:1]([C@H:3]([CH3:27])[CH2:4][CH2:5][CH2:6][CH2:7][N:8]1[C:16](=[O:17])[C:15]2[N:14]3[CH2:18][CH2:19][NH:20][C:13]3=[N:12][C:11]=2[N:10]([CH3:25])[C:9]1=[O:26])#[N:2]. The yield is 0.500. (2) The reactants are [N:1]([C@H:4]([C:9]1[CH:14]=[CH:13][C:12]([C:15]([F:18])([F:17])[F:16])=[CH:11][CH:10]=1)[C@@H:5]([OH:8])[CH2:6][OH:7])=[N+]=[N-].[C:19]([O:23][C:24](O[C:24]([O:23][C:19]([CH3:22])([CH3:21])[CH3:20])=[O:25])=[O:25])([CH3:22])([CH3:21])[CH3:20]. The catalyst is CCOC(C)=O.[Pd]. The product is [OH:8][C@@H:5]([CH2:6][OH:7])[C@H:4]([NH:1][C:24](=[O:25])[O:23][C:19]([CH3:22])([CH3:21])[CH3:20])[C:9]1[CH:14]=[CH:13][C:12]([C:15]([F:18])([F:17])[F:16])=[CH:11][CH:10]=1. The yield is 0.600.